The task is: Regression. Given two drug SMILES strings and cell line genomic features, predict the synergy score measuring deviation from expected non-interaction effect.. This data is from NCI-60 drug combinations with 297,098 pairs across 59 cell lines. (1) Drug 1: C1=CC=C(C=C1)NC(=O)CCCCCCC(=O)NO. Drug 2: CS(=O)(=O)CCNCC1=CC=C(O1)C2=CC3=C(C=C2)N=CN=C3NC4=CC(=C(C=C4)OCC5=CC(=CC=C5)F)Cl. Cell line: NCI-H460. Synergy scores: CSS=35.8, Synergy_ZIP=-2.59, Synergy_Bliss=-2.88, Synergy_Loewe=-10.3, Synergy_HSA=0.967. (2) Drug 1: C1=CC(=C2C(=C1NCCNCCO)C(=O)C3=C(C=CC(=C3C2=O)O)O)NCCNCCO. Drug 2: CN(C)N=NC1=C(NC=N1)C(=O)N. Cell line: UACC62. Synergy scores: CSS=45.9, Synergy_ZIP=3.53, Synergy_Bliss=3.36, Synergy_Loewe=-13.5, Synergy_HSA=4.19. (3) Drug 1: C(CN)CNCCSP(=O)(O)O. Drug 2: COCCOC1=C(C=C2C(=C1)C(=NC=N2)NC3=CC=CC(=C3)C#C)OCCOC.Cl. Cell line: M14. Synergy scores: CSS=1.35, Synergy_ZIP=-1.54, Synergy_Bliss=-3.59, Synergy_Loewe=-2.97, Synergy_HSA=-3.62. (4) Drug 1: CC1=C2C(C(=O)C3(C(CC4C(C3C(C(C2(C)C)(CC1OC(=O)C(C(C5=CC=CC=C5)NC(=O)C6=CC=CC=C6)O)O)OC(=O)C7=CC=CC=C7)(CO4)OC(=O)C)O)C)OC(=O)C. Drug 2: C(CN)CNCCSP(=O)(O)O. Cell line: SK-MEL-2. Synergy scores: CSS=19.3, Synergy_ZIP=-0.312, Synergy_Bliss=-3.63, Synergy_Loewe=-39.4, Synergy_HSA=-6.62. (5) Drug 1: CN(C)N=NC1=C(NC=N1)C(=O)N. Drug 2: CC1=CC=C(C=C1)C2=CC(=NN2C3=CC=C(C=C3)S(=O)(=O)N)C(F)(F)F. Cell line: UACC62. Synergy scores: CSS=0.505, Synergy_ZIP=0.688, Synergy_Bliss=-0.273, Synergy_Loewe=-1.44, Synergy_HSA=-1.34. (6) Drug 1: C1C(C(OC1N2C=NC3=C(N=C(N=C32)Cl)N)CO)O. Drug 2: C1C(C(OC1N2C=NC(=NC2=O)N)CO)O. Cell line: EKVX. Synergy scores: CSS=-8.55, Synergy_ZIP=3.35, Synergy_Bliss=0.00993, Synergy_Loewe=-9.28, Synergy_HSA=-8.34.